From a dataset of Full USPTO retrosynthesis dataset with 1.9M reactions from patents (1976-2016). Predict the reactants needed to synthesize the given product. (1) Given the product [F:1][C:2]1[CH:3]=[C:4]([C:9]2[O:10][C:11]3[CH:17]=[C:16]([O:18][CH2:19][C@@H:20]([NH:22][C:23](=[O:25])[CH3:24])[CH3:21])[CH:15]=[CH:14][C:12]=3[N:13]=2)[CH:5]=[CH:6][C:7]=1[O:8][CH:26]([CH3:28])[CH3:27], predict the reactants needed to synthesize it. The reactants are: [F:1][C:2]1[CH:3]=[C:4]([C:9]2[O:10][C:11]3[CH:17]=[C:16]([O:18][CH2:19][C@@H:20]([NH:22][C:23](=[O:25])[CH3:24])[CH3:21])[CH:15]=[CH:14][C:12]=3[N:13]=2)[CH:5]=[CH:6][C:7]=1[OH:8].[CH:26](I)([CH3:28])[CH3:27]. (2) Given the product [Br:12][CH:8]([C:5]1[CH:6]=[CH:7][C:2]([Cl:1])=[CH:3][CH:4]=1)[CH3:9], predict the reactants needed to synthesize it. The reactants are: [Cl:1][C:2]1[CH:7]=[CH:6][C:5]([CH:8](O)[CH3:9])=[CH:4][CH:3]=1.P(Br)(Br)[Br:12].C(=O)([O-])O.[Na+].